From a dataset of Merck oncology drug combination screen with 23,052 pairs across 39 cell lines. Regression. Given two drug SMILES strings and cell line genomic features, predict the synergy score measuring deviation from expected non-interaction effect. (1) Drug 1: O=C(NOCC(O)CO)c1ccc(F)c(F)c1Nc1ccc(I)cc1F. Drug 2: Cn1c(=O)n(-c2ccc(C(C)(C)C#N)cc2)c2c3cc(-c4cnc5ccccc5c4)ccc3ncc21. Synergy scores: synergy=47.2. Cell line: RKO. (2) Drug 1: COC1CC2CCC(C)C(O)(O2)C(=O)C(=O)N2CCCCC2C(=O)OC(C(C)CC2CCC(OP(C)(C)=O)C(OC)C2)CC(=O)C(C)C=C(C)C(O)C(OC)C(=O)C(C)CC(C)C=CC=CC=C1C. Drug 2: Cn1cc(-c2cnn3c(N)c(Br)c(C4CCCNC4)nc23)cn1. Cell line: SKMEL30. Synergy scores: synergy=57.3. (3) Drug 1: C#Cc1cccc(Nc2ncnc3cc(OCCOC)c(OCCOC)cc23)c1. Drug 2: Cn1c(=O)n(-c2ccc(C(C)(C)C#N)cc2)c2c3cc(-c4cnc5ccccc5c4)ccc3ncc21. Cell line: VCAP. Synergy scores: synergy=29.1.